Dataset: Drug-target binding data from BindingDB using IC50 measurements. Task: Regression. Given a target protein amino acid sequence and a drug SMILES string, predict the binding affinity score between them. We predict pIC50 (pIC50 = -log10(IC50 in M); higher means more potent). Dataset: bindingdb_ic50. The compound is COC(=O)[C@@H](NC(C#N)[C@H](Cc1ccccc1)NC(=O)OC(C)(C)C)C(C)C. The target protein (Q8VCT3) has sequence MESGGPGNYSAAARRPLHSAQAVDVASASSFRAFEILHLHLDLRAEFGPPGPGPGSRGLSGTATLELRCLLPEGASELRLDSHSCLEVTAATLRRGQPGDQQAPAEPVPFHTQPFSHYGQALCVAFRQPCGAADRFELELTYRVGEGPGVCWLAPEQTAGKKKPFVYTQGQAVLNRAFFPCFDTPAVKCTYSALIEVPDGFTAVMSADTWEKRGPNKFFFQMSHPIPSYLIALAIGDLASAEVGPRSRVWAEPCLIEAAKEEYSGVIEEFLATGEKLFGPYVWGRYDLLFMPPSFPFGGMENPCLTFVTPCLLAGDRSLADVIIHEISHSWFGNLVTNANWGEFWLNEGFTMYAQRRISTILFGAAYTCLEAATGRALLRQHMNVSGEENPLNKLRVKIEPGVDPDDTYNETPYEKGYCFVSYLAHLVGDQDQFDKFLKAYVDEFKFQSILAEDFLEFYLEYFPELKKKGVDSIPGFEFDRWLNTPGWPPYLPDLSPGDS.... The pIC50 is 3.0.